From a dataset of Reaction yield outcomes from USPTO patents with 853,638 reactions. Predict the reaction yield, written as a fraction of the theoretical maximum amount of product (1.0 means a 100% yield; for example, 0.34 means a 34% yield). (1) The reactants are O[CH:2]([C:16]1[CH:21]=[CH:20][CH:19]=[CH:18][C:17]=1[N+:22]([O-:24])=[O:23])[C:3]1[C:11]2[C:10](=[O:12])[CH2:9][C:8]([CH3:14])([CH3:13])[CH2:7][C:6]=2[NH:5][C:4]=1[CH3:15].C([SiH](CC)CC)C.C(O)(C(F)(F)F)=O. The catalyst is ClCCl. The product is [CH3:15][C:4]1[NH:5][C:6]2[CH2:7][C:8]([CH3:14])([CH3:13])[CH2:9][C:10](=[O:12])[C:11]=2[C:3]=1[CH2:2][C:16]1[CH:21]=[CH:20][CH:19]=[CH:18][C:17]=1[N+:22]([O-:24])=[O:23]. The yield is 1.00. (2) The reactants are C([Si](C)(C)[O:6][C:7]1[C:8]([F:23])=[C:9]([CH:12]=[C:13](O[Si](C(C)(C)C)(C)C)[CH:14]=1)[CH:10]=[O:11])(C)(C)C.[F-].[K+].[CH3:28]I.CN([CH:33]=[O:34])C. The catalyst is O. The product is [F:23][C:8]1[C:7]([O:6][CH3:28])=[CH:14][C:13]([O:34][CH3:33])=[CH:12][C:9]=1[CH:10]=[O:11]. The yield is 0.600.